This data is from Reaction yield outcomes from USPTO patents with 853,638 reactions. The task is: Predict the reaction yield, written as a fraction of the theoretical maximum amount of product (1.0 means a 100% yield; for example, 0.34 means a 34% yield). (1) The reactants are C[O:2][C:3](=[O:28])[CH2:4][C:5]1[CH:10]=[CH:9][C:8]([C:11]#[C:12][C:13]2[CH:22]=[C:21]([CH:23]=[CH2:24])[C:20]3[C:19](=[O:25])[CH2:18][CH2:17][C:16]([CH3:27])([CH3:26])[C:15]=3[CH:14]=2)=[CH:7][CH:6]=1.[OH-].[Li+]. The catalyst is CO.O1CCCC1. The product is [CH3:26][C:16]1([CH3:27])[C:15]2[CH:14]=[C:13]([C:12]#[C:11][C:8]3[CH:7]=[CH:6][C:5]([CH2:4][C:3]([OH:28])=[O:2])=[CH:10][CH:9]=3)[CH:22]=[C:21]([CH:23]=[CH2:24])[C:20]=2[C:19](=[O:25])[CH2:18][CH2:17]1. The yield is 0.820. (2) The reactants are [N:1]1[CH:6]=[CH:5][CH:4]=[CH:3][C:2]=1[C:7]1[O:11][CH:10]=[N:9][CH:8]=1.[Br:12][CH2:13][CH2:14][CH2:15][CH2:16][C:17](Cl)=[O:18]. No catalyst specified. The product is [Br:12][CH2:13][CH2:14][CH2:15][CH2:16][C:17]([C:10]1[O:11][C:7]([C:2]2[CH:3]=[CH:4][CH:5]=[CH:6][N:1]=2)=[CH:8][N:9]=1)=[O:18]. The yield is 0.310.